Dataset: Catalyst prediction with 721,799 reactions and 888 catalyst types from USPTO. Task: Predict which catalyst facilitates the given reaction. (1) Reactant: [CH2:1]1N2C(=O)N3C4N5C(=O)N(C[N:59]6[C:60]([N:62]7[CH2:63][N:64]8[C:65]([N:67]9[CH2:68][N:69]%10[C:70]([N:72]%11[CH2:73][N:74]%12[C:75]([N:77]%13[CH2:78][N:79]%14[C:80]([N:82]%15[CH2:83][N:84]%16[C:85]([N:87]%17[CH2:88]N%18C(N(C5)C5N(C3)C(=O)N(C5%18)C[N:40]3[C:41](=[O:42])[N:37]([CH:38]%16[CH:39]3%17)[CH2:36][N:33]3[C:34](=[O:35])[N:30]([CH:31]%14[CH:32]3%15)[CH2:29][N:26]3[C:27](=[O:28])[N:23]([CH:24]%12[CH:25]3%13)[CH2:22][N:19]3[C:20](=[O:21])[N:16]([CH:17]%10[CH:18]3%11)[CH2:15][N:12]3[C:13](=[O:14])[N:9]([CH:10]8[CH:11]39)[CH2:8][N:5]3[C:6](=[O:7])[N:2]1[CH:3]6[CH:4]37)=O)=[O:86])=[O:81])=[O:76])=[O:71])=[O:66])=[O:61])C42. Product: [CH2:22]1[N:23]2[C:27](=[O:28])[N:26]3[CH:25]4[N:77]5[C:75](=[O:76])[N:74]([CH2:73][N:72]6[C:70]([N:69]7[CH2:68][N:67]8[C:65]([N:64]9[CH2:63][N:62]%10[C:60]([N:59]%11[CH2:88][N:87]%12[C:85]([N:84]%13[CH2:83][N:82]%14[C:80]([N:79]([CH2:78]5)[CH:31]5[N:30]([CH2:29]3)[C:34](=[O:35])[N:33]([CH:32]5%14)[CH2:36][N:37]3[C:41](=[O:42])[N:40]([CH:39]%12[CH:38]3%13)[CH2:1][N:2]3[C:6](=[O:7])[N:5]([CH:4]%10[CH:3]3%11)[CH2:8][N:9]3[C:13](=[O:14])[N:12]([CH:11]8[CH:10]39)[CH2:15][N:16]3[C:20](=[O:21])[N:19]1[CH:18]6[CH:17]37)=[O:81])=[O:86])=[O:61])=[O:66])=[O:71])[CH:24]42. The catalyst class is: 6. (2) Reactant: Cl[C:2]1[N:11]=[C:10]([C:12]2[CH:17]=[CH:16][CH:15]=[CH:14][CH:13]=2)[C:9]2[C:4](=[CH:5][CH:6]=[C:7]([Cl:18])[CH:8]=2)[N:3]=1.[CH2:19]([NH2:25])[C:20]1[O:24][CH:23]=[CH:22][CH:21]=1. Product: [Cl:18][C:7]1[CH:8]=[C:9]2[C:4](=[CH:5][CH:6]=1)[N:3]=[C:2]([NH:25][CH2:19][C:20]1[O:24][CH:23]=[CH:22][CH:21]=1)[N:11]=[C:10]2[C:12]1[CH:17]=[CH:16][CH:15]=[CH:14][CH:13]=1. The catalyst class is: 6. (3) Reactant: Cl.[CH:2]([C@H:5]1[NH:10][CH2:9][CH2:8][NH:7][C:6]1=[O:11])([CH3:4])[CH3:3].CCN(C(C)C)C(C)C.Cl[C:22]1[N:27]=[C:26]([C:28]([F:31])([F:30])[F:29])[CH:25]=[CH:24][N:23]=1.[NH4+].[Cl-]. Product: [CH:2]([C@H:5]1[N:10]([C:22]2[N:27]=[C:26]([C:28]([F:31])([F:30])[F:29])[CH:25]=[CH:24][N:23]=2)[CH2:9][CH2:8][NH:7][C:6]1=[O:11])([CH3:4])[CH3:3]. The catalyst class is: 31.